From a dataset of Forward reaction prediction with 1.9M reactions from USPTO patents (1976-2016). Predict the product of the given reaction. (1) Given the reactants C(O[C:4]([C:6]1[C:7]([OH:33])=[C:8]2[C:16](=[C:17]([C:24]3[CH:32]=[CH:31][C:27]4[O:28][CH2:29][O:30][C:26]=4[CH:25]=3)[C:18]=1[C:19]([O:21]CC)=[O:20])[C:12]1[O:13][CH2:14][O:15][C:11]=1[CH:10]=[CH:9]2)=O)C.[H-].[Al+3].[Li+].[H-].[H-].[H-], predict the reaction product. The product is: [O:28]1[C:27]2[CH:31]=[CH:32][C:24]([C:17]3[C:18]4[C:19](=[O:21])[O:20][CH2:4][C:6]=4[C:7]([OH:33])=[C:8]4[C:16]=3[C:12]3[O:13][CH2:14][O:15][C:11]=3[CH:10]=[CH:9]4)=[CH:25][C:26]=2[O:30][CH2:29]1. (2) Given the reactants [N+:1]([C:4]1[CH:9]=[CH:8][CH:7]=[CH:6][C:5]=1[S:10](Cl)(=[O:12])=[O:11])([O-:3])=[O:2].[NH:14]1[CH2:18][CH2:17][CH2:16][CH2:15]1, predict the reaction product. The product is: [N+:1]([C:4]1[CH:9]=[CH:8][CH:7]=[CH:6][C:5]=1[S:10]([N:14]1[CH2:18][CH2:17][CH2:16][CH2:15]1)(=[O:12])=[O:11])([O-:3])=[O:2]. (3) Given the reactants [NH2:1][CH:2]1[CH2:11][C:10]2[C:5](=[N:6][CH:7]=[CH:8][CH:9]=2)[NH:4][C:3]1=[O:12].C(OC([NH:20][C@H:21]([CH2:26][C:27]1[CH:32]=[C:31]([F:33])[CH:30]=[CH:29][C:28]=1[F:34])[CH2:22][C:23](O)=[O:24])=O)(C)(C)C.CCN=C=NCCCN(C)C.Cl.C1C=CC2N(O)N=NC=2C=1, predict the reaction product. The product is: [NH2:20][C@H:21]([CH2:26][C:27]1[CH:32]=[C:31]([F:33])[CH:30]=[CH:29][C:28]=1[F:34])[CH2:22][C:23]([NH:1][CH:2]1[CH2:11][C:10]2[C:5](=[N:6][CH:7]=[CH:8][CH:9]=2)[NH:4][C:3]1=[O:12])=[O:24]. (4) The product is: [F:23][C:24]1[CH:25]=[C:26]([NH:27][C:20]([C:17]2[CH:18]=[CH:19][C:14]([C:3]3[CH:4]=[C:5]([C:8]4[O:9][C:10]([CH3:13])=[N:11][N:12]=4)[CH:6]=[CH:7][C:2]=3[CH3:1])=[CH:15][CH:16]=2)=[O:21])[CH:28]=[CH:29][C:30]=1[O:31][CH3:32]. Given the reactants [CH3:1][C:2]1[CH:7]=[CH:6][C:5]([C:8]2[O:9][C:10]([CH3:13])=[N:11][N:12]=2)=[CH:4][C:3]=1[C:14]1[CH:19]=[CH:18][C:17]([C:20](Cl)=[O:21])=[CH:16][CH:15]=1.[F:23][C:24]1[CH:25]=[C:26]([CH:28]=[CH:29][C:30]=1[O:31][CH3:32])[NH2:27], predict the reaction product.